This data is from HIV replication inhibition screening data with 41,000+ compounds from the AIDS Antiviral Screen. The task is: Binary Classification. Given a drug SMILES string, predict its activity (active/inactive) in a high-throughput screening assay against a specified biological target. (1) The molecule is CCCc1c(C(=O)OCC)[nH]c(-c2ccc(-c3[nH]c(C(=O)OCC)c(CCC)c3C(=O)OCC)o2)c1C(=O)OCC. The result is 0 (inactive). (2) The compound is O=C(O)CC(c1ccccc1)C(CC(=O)O)c1ccccc1. The result is 0 (inactive). (3) The molecule is Cc1ccc(OCC2OC(n3cnc4nc(Nc5ccc(Cl)c(Cl)c5)nc(Cl)c43)CC2Oc2ccc(C)cc2)cc1. The result is 0 (inactive). (4) The compound is Oc1cnnc2c(Br)cc(Br)cc12. The result is 0 (inactive). (5) The compound is CCOC(=O)C=C(N=P(c1ccccc1)(c1ccccc1)c1ccccc1)C(F)(F)F. The result is 0 (inactive). (6) The compound is O=C1CSC(c2cccc(Cl)c2)N1c1ccc(-n2c(-c3ccccc3)nc3ccccc3c2=O)cc1. The result is 0 (inactive). (7) The drug is COc1ccc2cc1Oc1ccc(cc1)CC1c3c(cc(OC)c4c3Oc3cc5c(cc3O4)CCNC5C2)CCN1C. The result is 0 (inactive). (8) The drug is COc1cc(-c2cc(O)c(-c3ccc4ccccc4n3)c(O)n2)cc(OC)c1OC. The result is 0 (inactive).